This data is from Full USPTO retrosynthesis dataset with 1.9M reactions from patents (1976-2016). The task is: Predict the reactants needed to synthesize the given product. Given the product [NH:22]1[CH:21]=[CH:20][N:19]=[C:18]1[C:16]1[S:17][C:5]2[C:6]([N:9]3[CH2:10][CH2:11][O:12][CH2:13][CH2:14]3)=[CH:7][CH:8]=[C:3]([O:2][CH3:1])[C:4]=2[N:15]=1, predict the reactants needed to synthesize it. The reactants are: [CH3:1][O:2][C:3]1[CH:8]=[CH:7][C:6]([N:9]2[CH2:14][CH2:13][O:12][CH2:11][CH2:10]2)=[CH:5][C:4]=1[NH:15][C:16]([C:18]1[NH:19][CH:20]=[CH:21][N:22]=1)=[S:17].[OH-].[K+].